Dataset: Catalyst prediction with 721,799 reactions and 888 catalyst types from USPTO. Task: Predict which catalyst facilitates the given reaction. (1) Reactant: [Cl:1][C:2]1[C:3]2[C:10]([C:11]3[CH:12]=[C:13]([CH:16]=[CH:17][CH:18]=3)[C:14]#[N:15])=[CH:9][N:8](CO)[C:4]=2[N:5]=[CH:6][N:7]=1.C(=O)([O-])[O-].[K+].[K+]. Product: [Cl:1][C:2]1[C:3]2[C:10]([C:11]3[CH:12]=[C:13]([CH:16]=[CH:17][CH:18]=3)[C:14]#[N:15])=[CH:9][NH:8][C:4]=2[N:5]=[CH:6][N:7]=1. The catalyst class is: 5. (2) Reactant: [C:1]([O:5][C:6](=[O:17])[NH:7][CH:8]([C:10]1[CH:15]=[CH:14][C:13](Br)=[CH:12][CH:11]=1)[CH3:9])([CH3:4])([CH3:3])[CH3:2].CN(C1CCCCC1)C1CCCCC1.C(P(C(C)(C)C)C(C)(C)C)(C)(C)C.[C:45]([O:49][CH2:50][CH3:51])(=[O:48])[CH:46]=[CH2:47]. Product: [CH2:50]([O:49][C:45](=[O:48])[CH:46]=[CH:47][C:13]1[CH:14]=[CH:15][C:10]([CH:8]([NH:7][C:6]([O:5][C:1]([CH3:4])([CH3:3])[CH3:2])=[O:17])[CH3:9])=[CH:11][CH:12]=1)[CH3:51]. The catalyst class is: 552. (3) Reactant: Cl.[NH2:2][CH2:3][CH2:4][NH:5][C:6](=[O:19])[C:7]1[CH:12]=[CH:11][C:10]([O:13][CH2:14][C:15]([F:18])([F:17])[F:16])=[N:9][CH:8]=1.[C:20]([O:24][C:25]([NH:27][C:28]1[C:32]([C:33](O)=[O:34])=[CH:31][N:30]([C:36]2[CH:41]=[CH:40][CH:39]=[CH:38][CH:37]=2)[N:29]=1)=[O:26])([CH3:23])([CH3:22])[CH3:21].CN(C(ON1N=NC2C=CC=NC1=2)=[N+](C)C)C.F[P-](F)(F)(F)(F)F.CCN(C(C)C)C(C)C. Product: [C:36]1([N:30]2[CH:31]=[C:32]([C:33](=[O:34])[NH:2][CH2:3][CH2:4][NH:5][C:6](=[O:19])[C:7]3[CH:12]=[CH:11][C:10]([O:13][CH2:14][C:15]([F:16])([F:17])[F:18])=[N:9][CH:8]=3)[C:28]([NH:27][C:25](=[O:26])[O:24][C:20]([CH3:22])([CH3:21])[CH3:23])=[N:29]2)[CH:37]=[CH:38][CH:39]=[CH:40][CH:41]=1. The catalyst class is: 1. (4) Reactant: [C:1](Cl)(=O)[C:2]([Cl:4])=[O:3].[CH3:7][C:8]1[CH:13]=[CH:12][C:11]([C:14]2[O:15][C:16]([CH3:19])=[N:17][N:18]=2)=[CH:10][C:9]=1[C:20]1[CH:25]=[CH:24]C(C(O)=O)=[CH:22][CH:21]=1. Product: [CH3:7][C:8]1[CH:13]=[CH:12][C:11]([C:14]2[O:15][C:16]([CH3:19])=[N:17][N:18]=2)=[CH:10][C:9]=1[C:20]1[CH:25]=[CH:24][C:1]([C:2]([Cl:4])=[O:3])=[CH:22][CH:21]=1. The catalyst class is: 85. (5) Reactant: [NH:1]1[C:9]2[C:4](=[CH:5][CH:6]=[CH:7][CH:8]=2)[C:3]([CH2:10][CH2:11][NH:12][CH2:13][C:14]2[CH:19]=[CH:18][C:17]([CH:20]=[CH:21][C:22]([O:24][CH3:25])=[O:23])=[CH:16][CH:15]=2)=[CH:2]1.C(N(C(C)C)CC)(C)C.Br[CH2:36][CH2:37][O:38][Si:39]([C:42]([CH3:45])([CH3:44])[CH3:43])([CH3:41])[CH3:40].O. Product: [C:42]([Si:39]([CH3:41])([CH3:40])[O:38][CH2:37][CH2:36][N:12]([CH2:13][C:14]1[CH:15]=[CH:16][C:17]([CH:20]=[CH:21][C:22]([O:24][CH3:25])=[O:23])=[CH:18][CH:19]=1)[CH2:11][CH2:10][C:3]1[C:4]2[C:9](=[CH:8][CH:7]=[CH:6][CH:5]=2)[NH:1][CH:2]=1)([CH3:45])([CH3:44])[CH3:43]. The catalyst class is: 16. (6) The catalyst class is: 6. Reactant: [NH:1]1[CH:8]=[CH:7][C:5](=[O:6])[NH:4][C:2]1=[O:3].[OH-].[K+].Br[CH2:12][C:13]([OH:15])=[O:14].Cl. Product: [O:3]=[C:2]1[NH:4][C:5](=[O:6])[CH:7]=[CH:8][N:1]1[CH2:12][C:13]([OH:15])=[O:14]. (7) Reactant: Cl.[CH3:2][O:3][C:4]1[CH:5]=[C:6]([C:12]2[C@@H:21]3[C@@H:16]([CH2:17][CH2:18][CH2:19][CH2:20]3)[C:15](=[O:22])[N:14]([CH:23]3[CH2:28][CH2:27][NH:26][CH2:25][CH2:24]3)[N:13]=2)[CH:7]=[CH:8][C:9]=1[O:10][CH3:11].[C:29]([O:33][C:34]([NH:36][C@@H:37]([C:41](O)=[O:42])[C@H:38]([CH3:40])[OH:39])=[O:35])([CH3:32])([CH3:31])[CH3:30].CN(C(ON1N=NC2C=CC=CC1=2)=[N+](C)C)C.F[P-](F)(F)(F)(F)F.CCN(C(C)C)C(C)C. Product: [CH3:2][O:3][C:4]1[CH:5]=[C:6]([C:12]2[C@@H:21]3[C@@H:16]([CH2:17][CH2:18][CH2:19][CH2:20]3)[C:15](=[O:22])[N:14]([CH:23]3[CH2:24][CH2:25][N:26]([C:41](=[O:42])[C@H:37]([NH:36][C:34](=[O:35])[O:33][C:29]([CH3:31])([CH3:30])[CH3:32])[C@@H:38]([OH:39])[CH3:40])[CH2:27][CH2:28]3)[N:13]=2)[CH:7]=[CH:8][C:9]=1[O:10][CH3:11]. The catalyst class is: 2. (8) Reactant: [Cl:1][C:2]1[C:7]([F:8])=[CH:6][C:5]([C:9]2[N:10]=[C:11]([N:18]3[CH2:23][CH2:22][NH:21][CH2:20][CH2:19]3)[C:12]3[S:17][CH:16]=[CH:15][C:13]=3[N:14]=2)=[C:4]([F:24])[CH:3]=1.[CH2:25]1[O:27][C@@H:26]1[CH2:28][OH:29].C1COCC1.[ClH:35].O1CCOCC1. Product: [ClH:1].[ClH:35].[Cl:1][C:2]1[C:7]([F:8])=[CH:6][C:5]([C:9]2[N:10]=[C:11]([N:18]3[CH2:19][CH2:20][N:21]([CH2:25][C@H:26]([OH:27])[CH2:28][OH:29])[CH2:22][CH2:23]3)[C:12]3[S:17][CH:16]=[CH:15][C:13]=3[N:14]=2)=[C:4]([F:24])[CH:3]=1. The catalyst class is: 14. (9) Reactant: C(N(C(C)C)C(C)C)C.I.[F:11][C:12]1[CH:13]=[C:14]([NH:24][C:25](SC)=[NH:26])[CH:15]=[CH:16][C:17]=1[N:18]1[C:22]([CH3:23])=[N:21][CH:20]=[N:19]1.[F:29][C:30]1[CH:35]=[CH:34][C:33]([CH:36]([CH2:40][CH:41]=[CH2:42])[C:37](O)=O)=[CH:32][CH:31]=1.O.ON1C2C=CC=CC=2N=N1.[ClH:54].C(N=C=NCCCN(C)C)C.[NH2:66][NH2:67]. Product: [Cl:54][CH2:42][CH2:41][CH2:40][CH:36]([C:37]1[NH:67][N:66]=[C:25]([NH:24][C:14]2[CH:15]=[CH:16][C:17]([N:18]3[C:22]([CH3:23])=[N:21][CH:20]=[N:19]3)=[C:12]([F:11])[CH:13]=2)[N:26]=1)[C:33]1[CH:32]=[CH:31][C:30]([F:29])=[CH:35][CH:34]=1. The catalyst class is: 18. (10) Reactant: [C:1]([C:4]1[C:22](=[O:23])[C@@:8]2([CH3:24])[C:9]3[C:15]([OH:16])=[CH:14][C:13]([O:17][CH3:18])=[C:12]([C:19]([NH2:21])=[O:20])[C:10]=3[O:11][C:7]2=[CH:6][C:5]=1[OH:25])(=[O:3])[CH3:2].[CH2:26]([O:30][C:31]1[C:40]2[C:35](=[CH:36][CH:37]=[CH:38][CH:39]=2)[C:34]([CH:41]=O)=[CH:33][CH:32]=1)[CH2:27][CH2:28][CH3:29].C([SiH](CC)CC)C.FC(F)(F)C(O)=O. Product: [C:1]([C:4]1[C:22](=[O:23])[C@@:8]2([CH3:24])[C:9]3[C:15]([OH:16])=[CH:14][C:13]([O:17][CH3:18])=[C:12]([C:19]([NH:21][CH2:41][C:34]4[C:35]5[C:40](=[CH:39][CH:38]=[CH:37][CH:36]=5)[C:31]([O:30][CH2:26][CH2:27][CH2:28][CH3:29])=[CH:32][CH:33]=4)=[O:20])[C:10]=3[O:11][C:7]2=[CH:6][C:5]=1[OH:25])(=[O:3])[CH3:2]. The catalyst class is: 10.